From a dataset of Reaction yield outcomes from USPTO patents with 853,638 reactions. Predict the reaction yield, written as a fraction of the theoretical maximum amount of product (1.0 means a 100% yield; for example, 0.34 means a 34% yield). (1) The reactants are [Cl-].[CH2:2]([N+:6]1[CH:10]=[CH:9][N:8]([CH3:11])[CH:7]=1)[CH2:3][CH2:4][CH3:5].[Cl-].[K+].[F:14][C:15]([F:30])([S:26]([O-:29])(=[O:28])=[O:27])[CH:16]([F:25])[O:17][C:18]([F:24])([F:23])[C:19]([F:22])([F:21])[F:20].[K+]. The catalyst is CC(C)=O. The product is [F:30][C:15]([F:14])([S:26]([O-:29])(=[O:27])=[O:28])[CH:16]([F:25])[O:17][C:18]([F:23])([F:24])[C:19]([F:20])([F:22])[F:21].[CH2:2]([N+:6]1[CH:10]=[CH:9][N:8]([CH3:11])[CH:7]=1)[CH2:3][CH2:4][CH3:5]. The yield is 0.620. (2) The reactants are [NH:1]1[C@H:14]2[C@H:5]([CH2:6][CH2:7][C:8]3[C:13]2=[N:12][CH:11]=[CH:10][CH:9]=3)[CH2:4][CH2:3][CH2:2]1.C(=O)([O-])[O-].[K+].[K+].Br[CH2:22][C:23]([O:25][CH2:26][C:27]1[CH:32]=[CH:31][CH:30]=[CH:29][CH:28]=1)=[O:24]. The catalyst is C(#N)C.ClCCl.[I-].[K+]. The product is [N:12]1([CH2:22][C:23]([O:25][CH2:26][C:27]2[CH:32]=[CH:31][CH:30]=[CH:29][CH:28]=2)=[O:24])[C@H:13]2[C@H:8]([CH2:7][CH2:6][C:5]3[C:14]2=[N:1][CH:2]=[CH:3][CH:4]=3)[CH2:9][CH2:10][CH2:11]1. The yield is 0.670. (3) The reactants are [CH3:1][CH:2]1[CH2:10][C:9]2[C:4](=[CH:5][CH:6]=[C:7]([C:11]([O:20][Si](CC)(CC)CC)([C:16]([F:19])([F:18])[F:17])[C:12]([F:15])([F:14])[F:13])[CH:8]=2)[N:3]1[CH:28]([C:31]1[CH:36]=[CH:35][CH:34]=[CH:33][CH:32]=1)[CH2:29][OH:30].CCCC[N+](CCCC)(CCCC)CCCC.[F-].CCOCC.[NH4+].[Cl-]. The catalyst is C1COCC1. The product is [F:15][C:12]([F:13])([F:14])[C:11]([C:7]1[CH:8]=[C:9]2[C:4](=[CH:5][CH:6]=1)[N:3]([CH:28]([C:31]1[CH:36]=[CH:35][CH:34]=[CH:33][CH:32]=1)[CH2:29][OH:30])[CH:2]([CH3:1])[CH2:10]2)([OH:20])[C:16]([F:19])([F:18])[F:17]. The yield is 0.620. (4) The reactants are [NH2:1][C:2]1[CH:11]=[CH:10][C:9]([OH:12])=[CH:8][C:3]=1[C:4]([NH:6][CH3:7])=[O:5].[CH:13]([C:15]1[CH:24]=[CH:23][C:18]([C:19]([O:21][CH3:22])=[O:20])=[CH:17][CH:16]=1)=O.OS([O-])=O.[Na+]. The catalyst is O. The product is [OH:12][C:9]1[CH:8]=[C:3]2[C:2](=[CH:11][CH:10]=1)[N:1]=[C:13]([C:15]1[CH:24]=[CH:23][C:18]([C:19]([O:21][CH3:22])=[O:20])=[CH:17][CH:16]=1)[N:6]([CH3:7])[C:4]2=[O:5]. The yield is 0.744. (5) The reactants are [NH2:1][CH2:2][C@@H:3]1[O:7][C:6](=[O:8])[N:5]([C:9]2[CH:14]=[C:13]([F:15])[C:12]([N:16]3[CH2:21][CH2:20][CH:19]([N:22]4[N:26]=[N:25][CH:24]=[N:23]4)[CH2:18][CH2:17]3)=[C:11]([F:27])[CH:10]=2)[CH2:4]1.C(N(CC)CC)C.Cl[C:36]([O:38][CH3:39])=[O:37]. The catalyst is ClCCl. The product is [CH3:39][O:38][C:36](=[O:37])[NH:1][CH2:2][C@@H:3]1[O:7][C:6](=[O:8])[N:5]([C:9]2[CH:14]=[C:13]([F:15])[C:12]([N:16]3[CH2:21][CH2:20][CH:19]([N:22]4[N:26]=[N:25][CH:24]=[N:23]4)[CH2:18][CH2:17]3)=[C:11]([F:27])[CH:10]=2)[CH2:4]1. The yield is 0.900.